This data is from NCI-60 drug combinations with 297,098 pairs across 59 cell lines. The task is: Regression. Given two drug SMILES strings and cell line genomic features, predict the synergy score measuring deviation from expected non-interaction effect. (1) Drug 1: CC1C(C(CC(O1)OC2CC(OC(C2O)C)OC3=CC4=CC5=C(C(=O)C(C(C5)C(C(=O)C(C(C)O)O)OC)OC6CC(C(C(O6)C)O)OC7CC(C(C(O7)C)O)OC8CC(C(C(O8)C)O)(C)O)C(=C4C(=C3C)O)O)O)O. Drug 2: C1CN(CCN1C(=O)CCBr)C(=O)CCBr. Cell line: RPMI-8226. Synergy scores: CSS=44.4, Synergy_ZIP=-7.32, Synergy_Bliss=-2.47, Synergy_Loewe=-5.58, Synergy_HSA=-1.58. (2) Drug 1: CN1C2=C(C=C(C=C2)N(CCCl)CCCl)N=C1CCCC(=O)O.Cl. Drug 2: CN(CCCl)CCCl.Cl. Synergy scores: CSS=12.7, Synergy_ZIP=-7.50, Synergy_Bliss=-0.105, Synergy_Loewe=-24.8, Synergy_HSA=-2.30. Cell line: 786-0. (3) Drug 1: CCN(CC)CCNC(=O)C1=C(NC(=C1C)C=C2C3=C(C=CC(=C3)F)NC2=O)C. Drug 2: C1CNP(=O)(OC1)N(CCCl)CCCl. Cell line: EKVX. Synergy scores: CSS=10.7, Synergy_ZIP=-2.32, Synergy_Bliss=-1.18, Synergy_Loewe=4.01, Synergy_HSA=-0.501. (4) Drug 1: C1C(C(OC1N2C=NC3=C(N=C(N=C32)Cl)N)CO)O. Drug 2: CCC(=C(C1=CC=CC=C1)C2=CC=C(C=C2)OCCN(C)C)C3=CC=CC=C3.C(C(=O)O)C(CC(=O)O)(C(=O)O)O. Cell line: NCI-H460. Synergy scores: CSS=2.31, Synergy_ZIP=2.16, Synergy_Bliss=2.93, Synergy_Loewe=-1.45, Synergy_HSA=0.345. (5) Drug 1: CNC(=O)C1=NC=CC(=C1)OC2=CC=C(C=C2)NC(=O)NC3=CC(=C(C=C3)Cl)C(F)(F)F. Drug 2: CC1C(C(CC(O1)OC2CC(CC3=C2C(=C4C(=C3O)C(=O)C5=C(C4=O)C(=CC=C5)OC)O)(C(=O)CO)O)N)O.Cl. Cell line: SN12C. Synergy scores: CSS=51.6, Synergy_ZIP=0.231, Synergy_Bliss=2.74, Synergy_Loewe=-16.3, Synergy_HSA=4.97. (6) Drug 1: CN1C2=C(C=C(C=C2)N(CCCl)CCCl)N=C1CCCC(=O)O.Cl. Drug 2: CS(=O)(=O)OCCCCOS(=O)(=O)C. Cell line: SF-539. Synergy scores: CSS=9.96, Synergy_ZIP=0.490, Synergy_Bliss=4.98, Synergy_Loewe=4.13, Synergy_HSA=4.14. (7) Drug 1: CC12CCC3C(C1CCC2=O)CC(=C)C4=CC(=O)C=CC34C. Drug 2: C1CNP(=O)(OC1)N(CCCl)CCCl. Cell line: A549. Synergy scores: CSS=19.5, Synergy_ZIP=0.333, Synergy_Bliss=0.150, Synergy_Loewe=-21.3, Synergy_HSA=0.890.